This data is from Reaction yield outcomes from USPTO patents with 853,638 reactions. The task is: Predict the reaction yield, written as a fraction of the theoretical maximum amount of product (1.0 means a 100% yield; for example, 0.34 means a 34% yield). (1) The reactants are [F:1][C:2]1[CH:3]=[C:4]2[C:8](=[CH:9][CH:10]=1)[NH:7][C:6](=[O:11])[CH2:5]2.[CH2:12]([N:14]([CH2:29][CH3:30])[CH2:15][CH2:16][NH:17][C:18]([C:20]1[C:24]([CH3:25])=[C:23]([CH:26]=O)[NH:22][C:21]=1[CH3:28])=[O:19])[CH3:13]. No catalyst specified. The product is [CH2:29]([N:14]([CH2:12][CH3:13])[CH2:15][CH2:16][NH:17][C:18]([C:20]1[C:24]([CH3:25])=[C:23]([CH:26]=[C:5]2[C:4]3[C:8](=[CH:9][CH:10]=[C:2]([F:1])[CH:3]=3)[NH:7][C:6]2=[O:11])[NH:22][C:21]=1[CH3:28])=[O:19])[CH3:30]. The yield is 0.550. (2) The reactants are [NH2:1][C:2]1[CH:10]=[CH:9][C:5]([C:6]([OH:8])=[O:7])=[CH:4][CH:3]=1.[OH-].[Na+].C([O-])([O-])=O.[Na+].[Na+].Cl[C:20]1[C:25](CC=O)=[C:24]([CH3:29])[CH:23]=[CH:22][C:21]=1[S:30]([O-:33])(=[O:32])=[O:31].C1C[O:37][CH2:36][CH2:35]1. The catalyst is O.C(OCC)C. The product is [S:30]([O:33][CH2:35][C:36]([NH:1][C:2]1[CH:10]=[CH:9][C:5]([C:6]([OH:8])=[O:7])=[CH:4][CH:3]=1)=[O:37])([C:21]1[CH:20]=[CH:25][C:24]([CH3:29])=[CH:23][CH:22]=1)(=[O:31])=[O:32]. The yield is 0.620. (3) The reactants are [OH:1][CH2:2][CH2:3][CH:4]1[CH2:8][C:7]2[CH:9]=[C:10]([C:13]3[CH:20]=[CH:19][C:16]([C:17]#[N:18])=[CH:15][CH:14]=3)[CH:11]=[CH:12][C:6]=2[O:5]1.[CH3:21][S:22](Cl)(=[O:24])=[O:23].C(N(CC)CC)C. The catalyst is C(Cl)Cl. The product is [CH3:21][S:22]([O:1][CH2:2][CH2:3][CH:4]1[CH2:8][C:7]2[CH:9]=[C:10]([C:13]3[CH:20]=[CH:19][C:16]([C:17]#[N:18])=[CH:15][CH:14]=3)[CH:11]=[CH:12][C:6]=2[O:5]1)(=[O:24])=[O:23]. The yield is 0.900. (4) The reactants are [Br:1][C:2]1[CH:7]=[C:6]2[N:8]([C:16]3[CH:21]=[CH:20][N:19]=[C:18](N)[N:17]=3)[CH2:9][C:10]3([CH2:15][CH2:14][O:13][CH2:12][CH2:11]3)[C:5]2=[CH:4][CH:3]=1.C(ON=O)CC(C)C. The catalyst is C1COCC1. The product is [Br:1][C:2]1[CH:7]=[C:6]2[N:8]([C:16]3[CH:21]=[CH:20][N:19]=[CH:18][N:17]=3)[CH2:9][C:10]3([CH2:15][CH2:14][O:13][CH2:12][CH2:11]3)[C:5]2=[CH:4][CH:3]=1. The yield is 0.219.